This data is from CYP2D6 inhibition data for predicting drug metabolism from PubChem BioAssay. The task is: Regression/Classification. Given a drug SMILES string, predict its absorption, distribution, metabolism, or excretion properties. Task type varies by dataset: regression for continuous measurements (e.g., permeability, clearance, half-life) or binary classification for categorical outcomes (e.g., BBB penetration, CYP inhibition). Dataset: cyp2d6_veith. (1) The result is 0 (non-inhibitor). The compound is O.O.O.O=C(O)CO[Sb]OCC(=O)O. (2) The compound is COc1cccc(-c2cncnc2-n2ccnc2)c1. The result is 1 (inhibitor). (3) The molecule is O=C(O)CN(CC(=O)O)c1ccccc1. The result is 1 (inhibitor). (4) The drug is COC(=O)[C@@]1(Cc2ccccc2)[C@H]2c3cc(C(=O)N(C)C)n(CCSCCO)c3C[C@H]2CN1C(=O)c1ccccc1. The result is 0 (non-inhibitor). (5) The drug is CC(C)(C)OC(=O)NCCc1nnc(SCC(=O)Nc2cccc(Cl)c2)o1. The result is 0 (non-inhibitor). (6) The molecule is CC[C@H](CO)NC(=O)[C@@H]1C=C2c3cccc4[nH]cc(c34)C[C@@H]2N(C)C1. The result is 1 (inhibitor). (7) The compound is CC(=O)c1cn(CC(=O)Nc2ccccc2C)c2ccccc12. The result is 1 (inhibitor). (8) The compound is CCc1ccc(C(=O)COC(=O)C(Cc2ccccc2)NC(=O)C2CCC(C)CC2)cc1. The result is 0 (non-inhibitor).